This data is from Full USPTO retrosynthesis dataset with 1.9M reactions from patents (1976-2016). The task is: Predict the reactants needed to synthesize the given product. (1) The reactants are: C([O:4][C@@H:5]1[C@@H:13]([C@@:14]2([CH3:47])[CH2:19][CH2:18][C@H:17]([O:20][Si:21]([C:34]([CH3:37])([CH3:36])[CH3:35])([C:28]3[CH:33]=[CH:32][CH:31]=[CH:30][CH:29]=3)[C:22]3[CH:27]=[CH:26][CH:25]=[CH:24][CH:23]=3)[CH2:16][C@@H:15]2[CH2:38][CH2:39][O:40][C:41]2[N:46]=[CH:45][CH:44]=[CH:43][N:42]=2)[CH2:12][CH2:11][C@@:10]2([CH3:48])[C@H:6]1[CH2:7][CH2:8][C:9]2=[CH2:49])(=O)C.[H-].[H-].[H-].[H-].[Li+].[Al+3]. Given the product [Si:21]([O:20][C@H:17]1[CH2:18][CH2:19][C@@:14]([C@H:13]2[CH2:12][CH2:11][C@@:10]3([CH3:48])[C@@H:6]([CH2:7][CH2:8][C:9]3=[CH2:49])[C@@H:5]2[OH:4])([CH3:47])[C@@H:15]([CH2:38][CH2:39][O:40][C:41]2[N:42]=[CH:43][CH:44]=[CH:45][N:46]=2)[CH2:16]1)([C:34]([CH3:36])([CH3:37])[CH3:35])([C:28]1[CH:33]=[CH:32][CH:31]=[CH:30][CH:29]=1)[C:22]1[CH:27]=[CH:26][CH:25]=[CH:24][CH:23]=1, predict the reactants needed to synthesize it. (2) Given the product [Cl:1][C:2]1[CH:7]=[C:6]([N+:8]([O-:10])=[O:9])[C:5]([O:11][CH3:12])=[CH:4][C:3]=1[CH:15]([C:14]([O:21][CH3:22])=[O:20])[C:16]([O:18][CH3:19])=[O:17], predict the reactants needed to synthesize it. The reactants are: [Cl:1][C:2]1[CH:7]=[C:6]([N+:8]([O-:10])=[O:9])[C:5]([O:11][CH3:12])=[CH:4][C:3]=1F.[C:14]([O:21][CH3:22])(=[O:20])[CH2:15][C:16]([O:18][CH3:19])=[O:17].[OH-].[Na+].Cl.